Dataset: Forward reaction prediction with 1.9M reactions from USPTO patents (1976-2016). Task: Predict the product of the given reaction. (1) Given the reactants C1C2NC3C(=CC=CC=3)SC=2C=CC=1C(N[C@H](C(N[C@H](C(N[C@H](C(N[C@H]1CCOC1O)=O)CC(C)C)=O)CC(C)C)=O)CC(C)C)=O.[CH:48]1[C:58]2[CH2:57][CH2:56][C:55]3[CH:59]=[CH:60][CH:61]=[CH:62][C:54]=3[NH:53][C:52]=2[CH:51]=[C:50]([C:63]([NH:65][C@H:66]([C:71]([NH:73][C@H:74]([C:79]([NH:81][C@H:82]2[CH2:86][CH2:85][O:84][CH:83]2[O:87]C)=[O:80])[CH2:75][CH:76]([CH3:78])[CH3:77])=[O:72])[CH2:67][CH:68]([CH3:70])[CH3:69])=[O:64])[CH:49]=1, predict the reaction product. The product is: [CH:48]1[C:58]2[CH2:57][CH2:56][C:55]3[CH:59]=[CH:60][CH:61]=[CH:62][C:54]=3[NH:53][C:52]=2[CH:51]=[C:50]([C:63]([NH:65][C@H:66]([C:71]([NH:73][C@H:74]([C:79]([NH:81][C@H:82]2[CH2:86][CH2:85][O:84][CH:83]2[OH:87])=[O:80])[CH2:75][CH:76]([CH3:78])[CH3:77])=[O:72])[CH2:67][CH:68]([CH3:70])[CH3:69])=[O:64])[CH:49]=1. (2) Given the reactants ClC1C=C(C=CC=1)C(OO)=[O:6].[CH2:12]([C:14]1[CH:19]=[CH:18][C:17]([O:20][CH3:21])=[CH:16][N:15]=1)[CH3:13], predict the reaction product. The product is: [CH2:12]([C:14]1[CH:19]=[CH:18][C:17]([O:20][CH3:21])=[CH:16][N+:15]=1[O-:6])[CH3:13]. (3) The product is: [CH2:1]([C:3]([C:6]1[CH:11]=[CH:10][C:9](/[CH:12]=[CH:13]/[C:14]2([OH:21])[CH2:15][CH2:16][CH2:17][CH2:18][CH2:19][CH2:20]2)=[C:8]([CH3:22])[CH:7]=1)([C:23]1[CH:28]=[CH:27][C:26]([B:52]2[O:53][C:54]([CH3:59])([CH3:60])[C:55]([CH3:57])([CH3:58])[O:56]2)=[C:25]([CH3:37])[CH:24]=1)[CH2:4][CH3:5])[CH3:2]. Given the reactants [CH2:1]([C:3]([C:23]1[CH:28]=[CH:27][C:26](OS(C(F)(F)F)(=O)=O)=[C:25]([CH3:37])[CH:24]=1)([C:6]1[CH:11]=[CH:10][C:9](/[CH:12]=[CH:13]/[C:14]2([OH:21])[CH2:20][CH2:19][CH2:18][CH2:17][CH2:16][CH2:15]2)=[C:8]([CH3:22])[CH:7]=1)[CH2:4][CH3:5])[CH3:2].C([O-])(=O)C.[K+].[B:52]1([B:52]2[O:56][C:55]([CH3:58])([CH3:57])[C:54]([CH3:60])([CH3:59])[O:53]2)[O:56][C:55]([CH3:58])([CH3:57])[C:54]([CH3:60])([CH3:59])[O:53]1.[Cl-].[NH4+], predict the reaction product. (4) Given the reactants Cl[C:2]1[N:7]=[C:6]([S:8][CH3:9])[N:5]=[C:4]([CH2:10][N:11]2[CH2:16][CH2:15][O:14][CH2:13][CH2:12]2)[CH:3]=1.[NH3:17], predict the reaction product. The product is: [CH3:9][S:8][C:6]1[N:7]=[C:2]([NH2:17])[CH:3]=[C:4]([CH2:10][N:11]2[CH2:16][CH2:15][O:14][CH2:13][CH2:12]2)[N:5]=1. (5) Given the reactants CCN(C(C)C)C(C)C.[CH3:10][C:11]1[O:15][N:14]=[C:13]([C:16]([OH:18])=O)[CH:12]=1.C1C=CC2N(O)N=NC=2C=1.CCN=C=NCCCN(C)C.Cl.[NH2:41][CH2:42][C:43]([N:45]1[CH2:50][CH2:49][N:48]([C:51](=[O:62])[C:52]2[CH:57]=[CH:56][CH:55]=[CH:54][C:53]=2[C:58]([F:61])([F:60])[F:59])[CH2:47][CH2:46]1)=[O:44], predict the reaction product. The product is: [O:44]=[C:43]([N:45]1[CH2:46][CH2:47][N:48]([C:51](=[O:62])[C:52]2[CH:57]=[CH:56][CH:55]=[CH:54][C:53]=2[C:58]([F:61])([F:60])[F:59])[CH2:49][CH2:50]1)[CH2:42][NH:41][C:16]([C:13]1[CH:12]=[C:11]([CH3:10])[O:15][N:14]=1)=[O:18]. (6) The product is: [F:45][C:44]1[CH:43]=[CH:42][C:28]([C:29](=[O:30])[NH:31][C@@H:32]2[C:40]3[C:35](=[CH:36][CH:37]=[CH:38][CH:39]=3)[CH2:34][C@@H:33]2[OH:41])=[CH:27][C:26]=1[NH:25][C:11]([C:8]1[N:5]2[CH:6]=[CH:7][C:2]([CH3:1])=[CH:3][C:4]2=[N:10][CH:9]=1)=[O:13]. Given the reactants [CH3:1][C:2]1[CH:7]=[CH:6][N:5]2[C:8]([C:11]([OH:13])=O)=[CH:9][N:10]=[C:4]2[CH:3]=1.C(Cl)(=O)C(Cl)=O.CN(C=O)C.[NH2:25][C:26]1[CH:27]=[C:28]([CH:42]=[CH:43][C:44]=1[F:45])[C:29]([NH:31][C@@H:32]1[C:40]2[C:35](=[CH:36][CH:37]=[CH:38][CH:39]=2)[CH2:34][C@@H:33]1[OH:41])=[O:30], predict the reaction product. (7) The product is: [CH3:38][N:36]([CH3:37])[CH2:35][CH2:34][N:32]([CH3:33])[C:8]1[CH:9]=[C:10]([O:30][CH3:31])[C:11]([NH:13][C:14]2[N:19]=[C:18]([C:20]3[C:28]4[C:23](=[CH:24][CH:25]=[CH:26][CH:27]=4)[N:22]([CH3:29])[CH:21]=3)[CH:17]=[CH:16][N:15]=2)=[CH:12][C:7]=1[NH:6][C:4](=[O:5])[CH:3]=[CH2:2]. Given the reactants Cl[CH2:2][CH2:3][C:4]([NH:6][C:7]1[CH:12]=[C:11]([NH:13][C:14]2[N:19]=[C:18]([C:20]3[C:28]4[C:23](=[CH:24][CH:25]=[CH:26][CH:27]=4)[N:22]([CH3:29])[CH:21]=3)[CH:17]=[CH:16][N:15]=2)[C:10]([O:30][CH3:31])=[CH:9][C:8]=1[N:32]([CH2:34][CH2:35][N:36]([CH3:38])[CH3:37])[CH3:33])=[O:5].C(N(CC)CC)C.O, predict the reaction product.